From a dataset of Full USPTO retrosynthesis dataset with 1.9M reactions from patents (1976-2016). Predict the reactants needed to synthesize the given product. (1) Given the product [F:9][C:10]([F:19])([F:18])[C:11]1[CH:16]=[CH:15][N:14]=[C:4]([O:3][C:2](=[O:1])[N:27]([C:23]2[CH:24]=[CH:25][CH:26]=[C:21]([Cl:20])[CH:22]=2)[CH3:28])[N:12]=1, predict the reactants needed to synthesize it. The reactants are: [O:1]=[C:2](Cl)[O:3][C:4](Cl)(Cl)Cl.[F:9][C:10]([F:19])([F:18])[C:11]1[CH:16]=[CH:15][N:14]=C(O)[N:12]=1.[Cl:20][C:21]1[CH:22]=[C:23]([NH:27][CH3:28])[CH:24]=[CH:25][CH:26]=1. (2) Given the product [CH3:14][O:13][C:8]1[CH:7]=[C:3]([C:4]([OH:6])=[O:5])[C:2]([C:20]2[CH:21]=[CH:22][C:17]([C:16]([F:27])([F:26])[F:15])=[CH:18][CH:19]=2)=[CH:10][C:9]=1[O:11][CH3:12], predict the reactants needed to synthesize it. The reactants are: I[C:2]1[CH:10]=[C:9]([O:11][CH3:12])[C:8]([O:13][CH3:14])=[CH:7][C:3]=1[C:4]([OH:6])=[O:5].[F:15][C:16]([F:27])([F:26])[C:17]1[CH:22]=[CH:21][C:20](B(O)O)=[CH:19][CH:18]=1.C(=O)([O-])[O-].[Na+].[Na+].Cl. (3) Given the product [NH2:34][CH:1]([C:4]1[C:5]([O:26][CH2:27][CH3:28])=[C:6]([CH:12]2[CH2:15][N:14]([C:16]([O:18][CH2:19][C:20]3[CH:25]=[CH:24][CH:23]=[CH:22][CH:21]=3)=[O:17])[CH2:13]2)[C:7]([CH3:11])=[C:8]([Cl:10])[CH:9]=1)[CH3:2], predict the reactants needed to synthesize it. The reactants are: [C:1]([C:4]1[C:5]([O:26][CH2:27][CH3:28])=[C:6]([CH:12]2[CH2:15][N:14]([C:16]([O:18][CH2:19][C:20]3[CH:25]=[CH:24][CH:23]=[CH:22][CH:21]=3)=[O:17])[CH2:13]2)[C:7]([CH3:11])=[C:8]([Cl:10])[CH:9]=1)(=O)[CH3:2].C(O)C.[BH4-].[Na+].[NH3:34]. (4) Given the product [OH:1][C@@:2]1([CH2:9][NH:10][C:11]([C:13]2[C:14]3[CH:15]=[CH:16][C:17]([N:37]4[CH2:38][CH2:39][C@@H:35]([F:34])[CH2:36]4)=[N:18][C:19]=3[CH:20]=[CH:21][C:22]=2[Cl:23])=[O:12])[CH2:7][CH2:6][CH2:5][C@H:4]([CH3:8])[CH2:3]1, predict the reactants needed to synthesize it. The reactants are: [OH:1][C@@:2]1([CH2:9][NH:10][C:11]([C:13]2[C:14]3[CH:15]=[CH:16][C:17](Cl)=[N:18][C:19]=3[CH:20]=[CH:21][C:22]=2[Cl:23])=[O:12])[CH2:7][CH2:6][CH2:5][C@H:4]([CH3:8])[CH2:3]1.CCN(C(C)C)C(C)C.[F:34][C@@H:35]1[CH2:39][CH2:38][NH:37][CH2:36]1. (5) Given the product [Cl:1][C:2]1[CH:16]=[C:15]([O:17][CH2:18][CH:19]=[C:20]([Cl:22])[Cl:21])[CH:14]=[C:13]([Cl:23])[C:3]=1[O:4][CH2:5][CH2:6][CH2:7][O:8][C:25]1[CH:30]=[CH:29][C:28]([C:31](=[O:35])[CH2:32][O:33][CH3:34])=[CH:27][CH:26]=1, predict the reactants needed to synthesize it. The reactants are: [Cl:1][C:2]1[CH:16]=[C:15]([O:17][CH2:18][CH:19]=[C:20]([Cl:22])[Cl:21])[CH:14]=[C:13]([Cl:23])[C:3]=1[O:4][CH2:5][CH2:6][CH2:7][O:8]S(C)(=O)=O.O[C:25]1[CH:30]=[CH:29][C:28]([C:31](=[O:35])[CH2:32][O:33][CH3:34])=[CH:27][CH:26]=1.C(=O)([O-])[O-].[K+].[K+].O. (6) Given the product [CH2:20]([O:17][C:3]1[C:2]([Br:1])=[CH:11][CH:10]=[C:9]2[C:4]=1[C:5]([C:13]([F:16])([F:15])[F:14])=[CH:6][C:7](=[O:12])[NH:8]2)[C:21]1[CH:26]=[CH:25][CH:24]=[CH:23][CH:22]=1, predict the reactants needed to synthesize it. The reactants are: [Br:1][C:2]1[C:3]([OH:17])=[C:4]2[C:9](=[CH:10][CH:11]=1)[NH:8][C:7](=[O:12])[CH:6]=[C:5]2[C:13]([F:16])([F:15])[F:14].[F-].[Cs+].[CH2:20](Br)[C:21]1[CH:26]=[CH:25][CH:24]=[CH:23][CH:22]=1.OS([O-])(=O)=O.[Na+].